This data is from Catalyst prediction with 721,799 reactions and 888 catalyst types from USPTO. The task is: Predict which catalyst facilitates the given reaction. (1) Reactant: [NH2:1][C:2]1[C:11]([N+:12]([O-])=O)=[CH:10][CH:9]=[C:8]2[C:3]=1[C:4](=[O:17])[NH:5][C:6](=[O:16])[N:7]2[CH3:15]. Product: [NH2:1][C:2]1[C:11]([NH2:12])=[CH:10][CH:9]=[C:8]2[C:3]=1[C:4](=[O:17])[NH:5][C:6](=[O:16])[N:7]2[CH3:15]. The catalyst class is: 19. (2) Reactant: [CH2:1]([NH:4][CH:5]1[CH2:14][C:13]2[CH:12]=[C:11]([OH:15])[CH:10]=[CH:9][C:8]=2[CH2:7][CH2:6]1)[CH2:2][CH3:3].[C:16]([O:20][C:21]([N:23]1[CH2:28][CH2:27][CH:26]([CH:29]=O)[CH2:25][CH2:24]1)=[O:22])([CH3:19])([CH3:18])[CH3:17].C(O[BH-](OC(=O)C)OC(=O)C)(=O)C.[Na+]. Product: [C:16]([O:20][C:21]([N:23]1[CH2:24][CH2:25][CH:26]([CH2:29][N:4]([CH:5]2[CH2:6][CH2:7][C:8]3[C:13](=[CH:12][C:11]([OH:15])=[CH:10][CH:9]=3)[CH2:14]2)[CH2:1][CH2:2][CH3:3])[CH2:27][CH2:28]1)=[O:22])([CH3:17])([CH3:18])[CH3:19]. The catalyst class is: 68. (3) Reactant: O.[NH2:2][NH2:3].Cl[C:5]1[C:10]([C:11]#[N:12])=[CH:9][C:8]([C:13]2[CH:18]=[CH:17][CH:16]=[C:15]([F:19])[C:14]=2[F:20])=[N:7][CH:6]=1. Product: [F:20][C:14]1[C:15]([F:19])=[CH:16][CH:17]=[CH:18][C:13]=1[C:8]1[CH:9]=[C:10]2[C:11]([NH2:12])=[N:3][NH:2][C:5]2=[CH:6][N:7]=1. The catalyst class is: 17.